Dataset: Reaction yield outcomes from USPTO patents with 853,638 reactions. Task: Predict the reaction yield, written as a fraction of the theoretical maximum amount of product (1.0 means a 100% yield; for example, 0.34 means a 34% yield). (1) The reactants are [F:1][C:2]([F:12])([C:8]([F:11])([F:10])[F:9])[C:3](=O)[CH2:4][C:5]#[N:6].Cl.[C:14]1([NH:20][NH2:21])[CH:19]=[CH:18][CH:17]=[CH:16][CH:15]=1. The catalyst is C(O)C. The product is [F:1][C:2]([F:12])([C:3]1[CH:4]=[C:5]([NH2:6])[N:20]([C:14]2[CH:19]=[CH:18][CH:17]=[CH:16][CH:15]=2)[N:21]=1)[C:8]([F:9])([F:11])[F:10]. The yield is 0.430. (2) The reactants are F[C:2]1[CH:7]=[CH:6][CH:5]=[CH:4][C:3]=1[N+:8]([O-:10])=[O:9].[CH3:11][C:12]([O:15][C:16]([NH:18][CH:19]1[CH2:24][NH:23][CH2:22][CH2:21][CH2:20]1)=[O:17])([CH3:14])[CH3:13].CCN(C(C)C)C(C)C. The catalyst is CCO. The product is [N+:8]([C:3]1[CH:4]=[CH:5][CH:6]=[CH:7][C:2]=1[N:23]1[CH2:22][CH2:21][CH2:20][CH:19]([NH:18][C:16](=[O:17])[O:15][C:12]([CH3:13])([CH3:11])[CH3:14])[CH2:24]1)([O-:10])=[O:9]. The yield is 0.850. (3) The reactants are Br[C:2]1[CH:3]=[C:4]2[C:8](=[CH:9][C:10]=1[F:11])[NH:7][C:6](=[O:12])[CH2:5]2.[OH:13][C:14]1[CH:19]=[CH:18][CH:17]=[CH:16][C:15]=1[C:20]1[CH:25]=[CH:24][C:23](B(O)O)=[CH:22][CH:21]=1.[O-]P([O-])([O-])=O.[K+].[K+].[K+]. The catalyst is O1CCOCC1.O. The product is [F:11][C:10]1[CH:9]=[C:8]2[C:4]([CH2:5][C:6](=[O:12])[NH:7]2)=[CH:3][C:2]=1[C:23]1[CH:22]=[CH:21][C:20]([C:15]2[CH:16]=[CH:17][CH:18]=[CH:19][C:14]=2[OH:13])=[CH:25][CH:24]=1. The yield is 0.313. (4) The catalyst is C(#N)C. The product is [C:1]([O:5][C:6]([N:8]1[CH2:13][C:12](=[O:14])[N:11]([C:15]2[CH:16]=[CH:17][C:18]([O:21][CH2:25][CH2:26][CH2:27][O:28][CH2:29][C:30]3[CH:35]=[CH:34][CH:33]=[CH:32][C:31]=3[O:36][CH3:37])=[CH:19][CH:20]=2)[C@@H:10]([CH2:22][OH:23])[CH2:9]1)=[O:7])([CH3:4])([CH3:3])[CH3:2]. The reactants are [C:1]([O:5][C:6]([N:8]1[CH2:13][C:12](=[O:14])[N:11]([C:15]2[CH:20]=[CH:19][C:18]([OH:21])=[CH:17][CH:16]=2)[C@@H:10]([CH2:22][OH:23])[CH2:9]1)=[O:7])([CH3:4])([CH3:3])[CH3:2].I[CH2:25][CH2:26][CH2:27][O:28][CH2:29][C:30]1[CH:35]=[CH:34][CH:33]=[CH:32][C:31]=1[O:36][CH3:37].C(=O)([O-])[O-].[K+].[K+].O. The yield is 0.890. (5) The reactants are [CH3:1][C:2]1[N:3]=[C:4]([NH2:8])[S:5][C:6]=1[CH3:7].Br[CH2:10][CH:11]1[CH2:16][CH2:15][O:14][CH2:13][CH2:12]1. No catalyst specified. The product is [CH3:1][C:2]1[N:3]([CH2:10][CH:11]2[CH2:16][CH2:15][O:14][CH2:13][CH2:12]2)[C:4](=[NH:8])[S:5][C:6]=1[CH3:7]. The yield is 0.130.